Dataset: NCI-60 drug combinations with 297,098 pairs across 59 cell lines. Task: Regression. Given two drug SMILES strings and cell line genomic features, predict the synergy score measuring deviation from expected non-interaction effect. (1) Drug 1: C1=CC=C(C=C1)NC(=O)CCCCCCC(=O)NO. Drug 2: CN1C2=C(C=C(C=C2)N(CCCl)CCCl)N=C1CCCC(=O)O.Cl. Cell line: NCI-H522. Synergy scores: CSS=9.90, Synergy_ZIP=-3.98, Synergy_Bliss=2.92, Synergy_Loewe=-7.37, Synergy_HSA=2.01. (2) Drug 1: COC1=C(C=C2C(=C1)N=CN=C2NC3=CC(=C(C=C3)F)Cl)OCCCN4CCOCC4. Drug 2: C1=NC(=NC(=O)N1C2C(C(C(O2)CO)O)O)N. Cell line: IGROV1. Synergy scores: CSS=55.4, Synergy_ZIP=11.0, Synergy_Bliss=10.7, Synergy_Loewe=5.73, Synergy_HSA=10.9. (3) Drug 1: CCN(CC)CCNC(=O)C1=C(NC(=C1C)C=C2C3=C(C=CC(=C3)F)NC2=O)C. Drug 2: CN(C(=O)NC(C=O)C(C(C(CO)O)O)O)N=O. Cell line: SR. Synergy scores: CSS=7.57, Synergy_ZIP=-6.00, Synergy_Bliss=-8.94, Synergy_Loewe=-10.8, Synergy_HSA=-11.3. (4) Drug 1: CC1CCC2CC(C(=CC=CC=CC(CC(C(=O)C(C(C(=CC(C(=O)CC(OC(=O)C3CCCCN3C(=O)C(=O)C1(O2)O)C(C)CC4CCC(C(C4)OC)O)C)C)O)OC)C)C)C)OC. Drug 2: CC1=C2C(C(=O)C3(C(CC4C(C3C(C(C2(C)C)(CC1OC(=O)C(C(C5=CC=CC=C5)NC(=O)C6=CC=CC=C6)O)O)OC(=O)C7=CC=CC=C7)(CO4)OC(=O)C)O)C)OC(=O)C. Cell line: UACC62. Synergy scores: CSS=10.8, Synergy_ZIP=-3.57, Synergy_Bliss=-6.18, Synergy_Loewe=-11.8, Synergy_HSA=-5.65. (5) Drug 1: C(CCl)NC(=O)N(CCCl)N=O. Drug 2: CC1C(C(CC(O1)OC2CC(CC3=C2C(=C4C(=C3O)C(=O)C5=CC=CC=C5C4=O)O)(C(=O)C)O)N)O. Cell line: BT-549. Synergy scores: CSS=37.3, Synergy_ZIP=-2.97, Synergy_Bliss=-3.26, Synergy_Loewe=-1.53, Synergy_HSA=-0.763. (6) Synergy scores: CSS=7.99, Synergy_ZIP=-2.68, Synergy_Bliss=0.0925, Synergy_Loewe=-6.83, Synergy_HSA=-2.49. Cell line: NCIH23. Drug 1: CC(C)(C#N)C1=CC(=CC(=C1)CN2C=NC=N2)C(C)(C)C#N. Drug 2: C1CCC(C(C1)N)N.C(=O)(C(=O)[O-])[O-].[Pt+4]. (7) Drug 1: CC12CCC(CC1=CCC3C2CCC4(C3CC=C4C5=CN=CC=C5)C)O. Drug 2: C1=C(C(=O)NC(=O)N1)N(CCCl)CCCl. Cell line: LOX IMVI. Synergy scores: CSS=42.5, Synergy_ZIP=-5.33, Synergy_Bliss=-7.52, Synergy_Loewe=-5.95, Synergy_HSA=-2.57. (8) Drug 2: CC(C)(C#N)C1=CC(=CC(=C1)CN2C=NC=N2)C(C)(C)C#N. Cell line: HCC-2998. Drug 1: C1=CC(=CC=C1CC(C(=O)O)N)N(CCCl)CCCl.Cl. Synergy scores: CSS=11.1, Synergy_ZIP=-1.38, Synergy_Bliss=2.00, Synergy_Loewe=-0.925, Synergy_HSA=-1.42. (9) Drug 1: C1=CC(=CC=C1CCCC(=O)O)N(CCCl)CCCl. Drug 2: C1=CC=C(C=C1)NC(=O)CCCCCCC(=O)NO. Cell line: SK-MEL-5. Synergy scores: CSS=49.6, Synergy_ZIP=-9.58, Synergy_Bliss=-1.79, Synergy_Loewe=0.301, Synergy_HSA=0.909.